This data is from Forward reaction prediction with 1.9M reactions from USPTO patents (1976-2016). The task is: Predict the product of the given reaction. (1) Given the reactants C([O:8][CH2:9][CH2:10][CH2:11][CH2:12][CH:13]([O:22][Si:23]([CH:30]([CH3:32])[CH3:31])([CH:27]([CH3:29])[CH3:28])[CH:24]([CH3:26])[CH3:25])[CH2:14][CH2:15][C:16]1[CH:21]=[CH:20][CH:19]=[CH:18][CH:17]=1)C1C=CC=CC=1, predict the reaction product. The product is: [C:16]1([CH2:15][CH2:14][CH:13]([O:22][Si:23]([CH:30]([CH3:32])[CH3:31])([CH:27]([CH3:29])[CH3:28])[CH:24]([CH3:25])[CH3:26])[CH2:12][CH2:11][CH2:10][CH2:9][OH:8])[CH:21]=[CH:20][CH:19]=[CH:18][CH:17]=1. (2) Given the reactants [Br:1][C:2]1[CH:3]=[C:4]([S:15][C:16]2[CH:17]=[C:18]([CH:22]=[CH:23][CH:24]=2)[C:19](O)=[O:20])[C:5]([NH:8][C:9]2[S:10][CH:11]=[C:12]([CH3:14])[N:13]=2)=[N:6][CH:7]=1.Cl.C[N:27](C)CCCN=C=NCC.[NH4+].[Cl-].C1C=CC2N(O)N=NC=2C=1.O.C(N(CC)CC)C, predict the reaction product. The product is: [Br:1][C:2]1[CH:3]=[C:4]([S:15][C:16]2[CH:17]=[C:18]([CH:22]=[CH:23][CH:24]=2)[C:19]([NH2:27])=[O:20])[C:5]([NH:8][C:9]2[S:10][CH:11]=[C:12]([CH3:14])[N:13]=2)=[N:6][CH:7]=1.